Dataset: Catalyst prediction with 721,799 reactions and 888 catalyst types from USPTO. Task: Predict which catalyst facilitates the given reaction. Reactant: C(N(CC)CC)C.F[P-](F)(F)(F)(F)F.C[N+](C)=C(N(C)C)ON1C2N=CC=CC=2N=N1.[Br:32][C:33]1[CH:34]=[CH:35][C:36]([C:39]([OH:41])=O)=[N:37][CH:38]=1.Cl.[N:43]1([CH2:49][CH:50]([N:54]2[CH:58]=[C:57]([C:59]3[C:60]4[CH:67]=[CH:66][N:65](COCC[Si](C)(C)C)[C:61]=4[N:62]=[CH:63][N:64]=3)[CH:56]=[N:55]2)[CH2:51][C:52]#[N:53])[CH2:48][CH2:47][NH:46][CH2:45][CH2:44]1. Product: [Br:32][C:33]1[CH:34]=[CH:35][C:36]([C:39]([N:46]2[CH2:45][CH2:44][N:43]([CH2:49][CH:50]([N:54]3[CH:58]=[C:57]([C:59]4[C:60]5[CH:67]=[CH:66][NH:65][C:61]=5[N:62]=[CH:63][N:64]=4)[CH:56]=[N:55]3)[CH2:51][C:52]#[N:53])[CH2:48][CH2:47]2)=[O:41])=[N:37][CH:38]=1. The catalyst class is: 1.